This data is from Full USPTO retrosynthesis dataset with 1.9M reactions from patents (1976-2016). The task is: Predict the reactants needed to synthesize the given product. (1) Given the product [CH2:1]([C:4]1([S:7]([NH:28][C:15]2[C:14]([CH3:29])=[CH:13][C:12]([F:11])=[C:17]([F:18])[C:16]=2[NH:19][C:20]2[CH:25]=[CH:24][C:23]([I:26])=[CH:22][C:21]=2[F:27])(=[O:9])=[O:8])[CH2:6][CH2:5]1)[CH:2]=[CH2:3], predict the reactants needed to synthesize it. The reactants are: [CH2:1]([C:4]1([S:7](Cl)(=[O:9])=[O:8])[CH2:6][CH2:5]1)[CH:2]=[CH2:3].[F:11][C:12]1[C:17]([F:18])=[C:16]([NH:19][C:20]2[CH:25]=[CH:24][C:23]([I:26])=[CH:22][C:21]=2[F:27])[C:15]([NH2:28])=[C:14]([CH3:29])[CH:13]=1. (2) Given the product [C:20]1([C:9]2[N:10]=[N:11][CH:12]=[C:13]([C:14]3[CH:15]=[CH:16][CH:17]=[CH:18][CH:19]=3)[C:8]=2[C:5]2[O:6][CH:7]=[C:3]([CH3:2])[N:4]=2)[CH:25]=[CH:24][CH:23]=[CH:22][CH:21]=1, predict the reactants needed to synthesize it. The reactants are: Br[CH2:2][C:3]1[N:4]=[C:5]([C:8]2[C:13]([C:14]3[CH:19]=[CH:18][CH:17]=[CH:16][CH:15]=3)=[CH:12][N:11]=[N:10][C:9]=2[C:20]2[CH:25]=[CH:24][CH:23]=[CH:22][CH:21]=2)[O:6][CH:7]=1. (3) Given the product [Br:7][C:5]1[CH:6]=[C:2]([C:18]2[CH:19]=[CH:20][CH:21]=[C:22]3[C:17]=2[CH2:16][CH2:15][CH:14]3[O:13][Si:12]([C:8]([CH3:11])([CH3:10])[CH3:9])([CH3:32])[CH3:33])[S:3][CH:4]=1, predict the reactants needed to synthesize it. The reactants are: Br[C:2]1[S:3][CH:4]=[C:5]([Br:7])[CH:6]=1.[C:8]([Si:12]([CH3:33])([CH3:32])[O:13][CH:14]1[C:22]2[C:17](=[C:18](B3OC(C)(C)C(C)(C)O3)[CH:19]=[CH:20][CH:21]=2)[CH2:16][CH2:15]1)([CH3:11])([CH3:10])[CH3:9].C(=O)([O-])[O-].[K+].[K+]. (4) Given the product [Cl:1][C:2]1[CH:3]=[CH:4][C:5]([S:8][C:9]2[N:13]([CH3:14])[CH:12]=[N:11][C:10]=2[C:15]2[CH:20]=[CH:19][C:18]([C@H:21]3[CH2:23][C@@H:22]3[C:24]([N:26]([CH2:27][CH2:28][F:29])[CH3:33])=[O:25])=[CH:17][CH:16]=2)=[N:6][CH:7]=1, predict the reactants needed to synthesize it. The reactants are: [Cl:1][C:2]1[CH:3]=[CH:4][C:5]([S:8][C:9]2[N:13]([CH3:14])[CH:12]=[N:11][C:10]=2[C:15]2[CH:20]=[CH:19][C:18]([C@H:21]3[CH2:23][C@@H:22]3[C:24]([NH:26][CH2:27][CH2:28][F:29])=[O:25])=[CH:17][CH:16]=2)=[N:6][CH:7]=1.[H-].[Na+].I[CH3:33].O. (5) Given the product [CH2:1]([O:3][C:4](=[O:24])[C:5]1[CH:10]=[CH:9][C:8]([NH:11][C:12]([C:14]2[CH:22]=[C:21]3[C:17]([CH2:18][CH2:19][N:20]3[S:32]([C:28]3[CH:29]=[CH:30][CH:31]=[C:26]([Cl:25])[CH:27]=3)(=[O:34])=[O:33])=[CH:16][CH:15]=2)=[O:13])=[CH:7][C:6]=1[F:23])[CH3:2], predict the reactants needed to synthesize it. The reactants are: [CH2:1]([O:3][C:4](=[O:24])[C:5]1[CH:10]=[CH:9][C:8]([NH:11][C:12]([C:14]2[CH:22]=[C:21]3[C:17]([CH2:18][CH2:19][NH:20]3)=[CH:16][CH:15]=2)=[O:13])=[CH:7][C:6]=1[F:23])[CH3:2].[Cl:25][C:26]1[CH:27]=[C:28]([S:32](Cl)(=[O:34])=[O:33])[CH:29]=[CH:30][CH:31]=1. (6) Given the product [OH:17][CH2:16][C@:11]([CH3:15])([CH2:10][C@H:9]([NH:18][C:19]([C:21]1[N:22]=[N:23][NH:24][CH:25]=1)=[O:20])[CH2:8][C:5]1[CH:6]=[CH:7][C:2]([C:31]2[CH:30]=[CH:29][CH:28]=[C:27]([CH3:26])[CH:32]=2)=[CH:3][CH:4]=1)[C:12]([OH:14])=[O:13], predict the reactants needed to synthesize it. The reactants are: Br[C:2]1[CH:7]=[CH:6][C:5]([CH2:8][C@@H:9]([NH:18][C:19]([C:21]2[N:22]=[N:23][NH:24][CH:25]=2)=[O:20])[CH2:10][C@:11]([CH2:16][OH:17])([CH3:15])[C:12]([OH:14])=[O:13])=[CH:4][CH:3]=1.[CH3:26][C:27]1[CH:28]=[C:29](B(O)O)[CH:30]=[CH:31][CH:32]=1.C(=O)([O-])[O-].[Na+].[Na+].O.